From a dataset of TCR-epitope binding with 47,182 pairs between 192 epitopes and 23,139 TCRs. Binary Classification. Given a T-cell receptor sequence (or CDR3 region) and an epitope sequence, predict whether binding occurs between them. (1) The epitope is KEIDRLNEV. The TCR CDR3 sequence is CASSLSSGMVYNEQFF. Result: 1 (the TCR binds to the epitope). (2) The TCR CDR3 sequence is CAIRRTGLPGNEQFF. Result: 1 (the TCR binds to the epitope). The epitope is PROT_97E67BCC. (3) The epitope is LPAADLDDF. The TCR CDR3 sequence is CASSFTGTGARTDTQYF. Result: 0 (the TCR does not bind to the epitope).